From a dataset of Reaction yield outcomes from USPTO patents with 853,638 reactions. Predict the reaction yield, written as a fraction of the theoretical maximum amount of product (1.0 means a 100% yield; for example, 0.34 means a 34% yield). (1) The reactants are [H-].[Na+].[C:3]([O:6][C@H:7]([CH3:24])[CH2:8][CH2:9][CH2:10][CH2:11][N:12]1[C:21](=[O:22])[C:20]2[NH:19][N:18]=[N:17][C:16]=2[N:15]([CH3:23])[C:13]1=[O:14])(=[O:5])[CH3:4].[CH3:25]I. The catalyst is CS(C)=O. The product is [C:3]([O:6][C@H:7]([CH3:24])[CH2:8][CH2:9][CH2:10][CH2:11][N:12]1[C:21](=[O:22])[C:20]2[N:19]([CH3:25])[N:18]=[N:17][C:16]=2[N:15]([CH3:23])[C:13]1=[O:14])(=[O:5])[CH3:4]. The yield is 0.310. (2) The reactants are [OH:1][C:2]1[CH:7]=[CH:6][C:5]([C:8]2[C:17]([CH2:18][N:19]([C:37]3[CH:42]=[CH:41][CH:40]=[CH:39][C:38]=3[O:43][CH3:44])C(OCC3C4C=CC=CC=4C4C3=CC=CC=4)=O)=[C:16]3[C:11]([NH:12][C:13]([CH3:48])([CH3:47])[C:14](=[O:46])[N:15]3[CH3:45])=[CH:10][CH:9]=2)=[C:4]([O:49][CH3:50])[CH:3]=1.[CH2:51]([N:53](CC)[CH2:54]C)C.Cl.[Cl-].[O:60]1[CH2:64][CH2:63][CH2:62][CH2:61]1. The catalyst is ClCCl. The yield is 0.520. The product is [CH3:44][O:43][C:38]1[CH:39]=[CH:40][CH:41]=[CH:42][C:37]=1[NH:19][CH2:18][C:17]1[C:8]([C:5]2[CH:6]=[CH:7][C:2]([O:1][C:64]([C:63]3[CH:51]=[N:53][CH:54]=[CH:61][CH:62]=3)=[O:60])=[CH:3][C:4]=2[O:49][CH3:50])=[CH:9][CH:10]=[C:11]2[C:16]=1[N:15]([CH3:45])[C:14](=[O:46])[C:13]([CH3:48])([CH3:47])[NH:12]2.